Binary Classification. Given a drug SMILES string, predict its activity (active/inactive) in a high-throughput screening assay against a specified biological target. From a dataset of Tyrosyl-DNA phosphodiesterase HTS with 341,365 compounds. (1) The molecule is s1c(c2ccccc2)c(nc1Nc1ccccc1)C. The result is 0 (inactive). (2) The compound is s1c(CNC(=O)c2oc3nc4c(cc3c2)ccc(OC)c4)ccc1. The result is 1 (active). (3) The result is 0 (inactive). The compound is s1c(/C=C(\C=C(\C(OC)=O)C(OC)=O)C)ccc1. (4) The molecule is S(=O)(=O)(N(CC(=O)N1CC(CCC1)C)C)c1cc2c(n(c(=O)n(c2=O)C)C)cc1. The result is 0 (inactive). (5) The compound is Fc1ccc(c2n(c(c(c2)C(=O)C)C)CC(=O)Nc2c(OC)cc(OC)cc2)cc1. The result is 0 (inactive). (6) The molecule is S(=O)(=O)(N1CCCCC1)c1cc(ccc1)C(=O)NCC1Oc2c(OC1)cccc2. The result is 0 (inactive).